Dataset: hERG potassium channel inhibition data for cardiac toxicity prediction from Karim et al.. Task: Regression/Classification. Given a drug SMILES string, predict its toxicity properties. Task type varies by dataset: regression for continuous values (e.g., LD50, hERG inhibition percentage) or binary classification for toxic/non-toxic outcomes (e.g., AMES mutagenicity, cardiotoxicity, hepatotoxicity). Dataset: herg_karim. (1) The compound is O=C(O)[C@@H](CC1CCC1)N1C[C@H](CN2CCC(c3cnc4ccc(C(F)(F)F)cn34)CC2)[C@@H](c2cccc(F)c2)C1. The result is 0 (non-blocker). (2) The compound is C[NH+]1CCCC[C@@H]1c1c(-c2ccccc2)[nH]c2ccccc12. The result is 1 (blocker). (3) The drug is Fc1ccc(-c2cc3sc(N4CCC(N5CCCCC5)CC4)nc3cn2)cn1. The result is 1 (blocker). (4) The compound is CSc1sc(C(=N)N)cc1S(=O)(=O)c1cccc(-c2c(C)cccc2NC(=O)CS(C)(=O)=O)c1. The result is 1 (blocker). (5) The drug is COc1nc(-c2nc(Nc3cc(C(F)(F)F)ccc3F)n(C)n2)ccc1-n1cnc(C)c1. The result is 0 (non-blocker). (6) The molecule is COC(=O)N(Cc1ccc2c(n1)NC(=O)CO2)C12CCC(CCc3c(F)cnc4ccc(OC)nc34)(CC1)OC2. The result is 1 (blocker). (7) The drug is CCN(CC)C(=O)c1ccc(C(=C2CCNCC2)c2ccccn2)cc1. The result is 0 (non-blocker). (8) The result is 0 (non-blocker). The compound is O=C(O)COCCN1CCN(C(c2ccccc2)c2ccc(Cl)cc2)CC1. (9) The molecule is O=C(c1cccc(Cl)c1Cl)N(CC(F)(F)F)C1CCNC1. The result is 0 (non-blocker).